This data is from Full USPTO retrosynthesis dataset with 1.9M reactions from patents (1976-2016). The task is: Predict the reactants needed to synthesize the given product. (1) Given the product [C:16]1([CH2:22][C:23]([C:9]2[CH:8]=[CH:7][C:6]3[O:1][CH2:2][C:3](=[O:11])[NH:4][C:5]=3[CH:10]=2)=[O:24])[CH:21]=[CH:20][CH:19]=[CH:18][CH:17]=1, predict the reactants needed to synthesize it. The reactants are: [O:1]1[C:6]2[CH:7]=[CH:8][CH:9]=[CH:10][C:5]=2[NH:4][C:3](=[O:11])[CH2:2]1.[Al+3].[Cl-].[Cl-].[Cl-].[C:16]1([CH2:22][C:23](Cl)=[O:24])[CH:21]=[CH:20][CH:19]=[CH:18][CH:17]=1. (2) Given the product [Br:19][C:20]1[CH:21]=[CH:22][C:23]([F:36])=[C:24]([C@:26]([NH:29][S@@:30]([C:32]([CH3:34])([CH3:33])[CH3:35])=[O:31])([CH2:27][F:28])[CH2:7][C:6]([O:9][CH3:10])=[O:8])[CH:25]=1, predict the reactants needed to synthesize it. The reactants are: C([Li])CCC.[C:6]([O:9][CH3:10])(=[O:8])[CH3:7].[Li+].CC([N-]C(C)C)C.[Br:19][C:20]1[CH:21]=[CH:22][C:23]([F:36])=[C:24]([C:26](=[N:29][S@@:30]([C:32]([CH3:35])([CH3:34])[CH3:33])=[O:31])[CH2:27][F:28])[CH:25]=1. (3) Given the product [C:28]([O:27][C:25]([N:6]1[CH2:5][C:4]2[C:7](=[CH:8][CH:9]=[CH:10][CH:3]=2)[CH:33]1[CH2:32][C:36]([O:35][CH3:34])=[O:12])=[O:26])([CH3:29])([CH3:30])[CH3:31], predict the reactants needed to synthesize it. The reactants are: Cl.Br[C:3]1[CH:10]=[CH:9][CH:8]=[CH:7][C:4]=1[CH2:5][NH2:6].C(=O)([O-])[O-:12].[K+].[K+].[C:25](O[C:25]([O:27][C:28]([CH3:31])([CH3:30])[CH3:29])=[O:26])([O:27][C:28]([CH3:31])([CH3:30])[CH3:29])=[O:26].[CH2:32]1[CH2:36][O:35][CH2:34][CH2:33]1.O. (4) Given the product [CH:1]12[CH2:7][CH:4]([CH2:5][CH2:6]1)[CH:3]=[CH:2]2.[CH2:8]=[CH:9][C:10]1[CH:15]=[CH:14][CH:13]=[CH:12][CH:11]=1.[C:16]([O:20][CH3:21])(=[O:19])[CH:17]=[CH2:18], predict the reactants needed to synthesize it. The reactants are: [CH:1]12[CH2:7][CH:4]([CH2:5][CH2:6]1)[CH:3]=[CH:2]2.[CH2:8]=[CH:9][C:10]1[CH:15]=[CH:14][CH:13]=[CH:12][CH:11]=1.[C:16]([O:20][CH3:21])(=[O:19])[CH:17]=[CH2:18].CC(N=NC(C#N)(C)C)(C#N)C.CC[Al](Cl)CC.CC[Al](Cl)Cl.Cl.CO. (5) Given the product [Br:1][C:2]1[C:11]2[C:10]([CH3:13])([CH3:12])[CH2:9][CH:8]=[C:7]([CH:14]([CH3:16])[CH3:15])[C:6]=2[CH:5]=[C:4](/[C:17](/[CH3:25])=[C:18](/[F:24])\[CH2:19][OH:20])[C:3]=1[O:26][CH2:27][CH2:28][CH3:29], predict the reactants needed to synthesize it. The reactants are: [Br:1][C:2]1[C:11]2[C:10]([CH3:13])([CH3:12])[CH2:9][CH:8]=[C:7]([CH:14]([CH3:16])[CH3:15])[C:6]=2[CH:5]=[C:4](/[C:17](/[CH3:25])=[C:18](/[F:24])\[C:19](OCC)=[O:20])[C:3]=1[O:26][CH2:27][CH2:28][CH3:29].[H-].C([Al+]CC(C)C)C(C)C. (6) Given the product [CH2:25]([O:32][P:33]([CH2:42][C@H:43]([OH:46])[CH2:44][NH:45][C:21](=[O:23])[C@@H:17]([NH:16][C:13](=[O:15])[C@@H:9]([NH:8][C:1]([O:3][C:4]([CH3:5])([CH3:6])[CH3:7])=[O:2])[CH:10]([CH3:11])[CH3:12])[CH:18]([CH3:20])[CH3:19])([CH2:35][CH:36]1[CH2:41][CH2:40][CH2:39][CH2:38][CH2:37]1)=[O:34])[C:26]1[CH:27]=[CH:28][CH:29]=[CH:30][CH:31]=1, predict the reactants needed to synthesize it. The reactants are: [C:1]([NH:8][C@H:9]([C:13]([OH:15])=O)[CH:10]([CH3:12])[CH3:11])([O:3][C:4]([CH3:7])([CH3:6])[CH3:5])=[O:2].[NH2:16][C@H:17]([C:21]([OH:23])=O)[CH:18]([CH3:20])[CH3:19].Cl.[CH2:25]([O:32][P:33]([CH2:42][C@H:43]([OH:46])[CH2:44][NH2:45])([CH2:35][CH:36]1[CH2:41][CH2:40][CH2:39][CH2:38][CH2:37]1)=[O:34])[C:26]1[CH:31]=[CH:30][CH:29]=[CH:28][CH:27]=1. (7) Given the product [Cl:8][C:6]1[N:7]=[C:2]([C:22]2[CH:23]=[C:24]([S:26][CH3:27])[N:25]=[C:20]([CH3:19])[N:21]=2)[C:3]([NH:9][C:10]2[CH:11]=[N:12][C:13]([O:17][CH3:18])=[C:14]([F:16])[CH:15]=2)=[N:4][CH:5]=1, predict the reactants needed to synthesize it. The reactants are: Br[C:2]1[C:3]([NH:9][C:10]2[CH:11]=[N:12][C:13]([O:17][CH3:18])=[C:14]([F:16])[CH:15]=2)=[N:4][CH:5]=[C:6]([Cl:8])[N:7]=1.[CH3:19][C:20]1[N:25]=[C:24]([S:26][CH3:27])[CH:23]=[C:22]([Sn](CCCC)(CCCC)CCCC)[N:21]=1.[F-].[Cs+].